Task: Predict the product of the given reaction.. Dataset: Forward reaction prediction with 1.9M reactions from USPTO patents (1976-2016) (1) Given the reactants [CH2:1]([O:3][C:4]([C:6]1[C:7]2[O:14][C:13]([C:15](=[O:19])[N:16]([CH3:18])[CH3:17])=[C:12]([OH:20])[C:8]=2[CH:9]=[N:10][CH:11]=1)=[O:5])[CH3:2].N1C=CC=CC=1.[F:27][C:28]([F:41])([F:40])[S:29](O[S:29]([C:28]([F:41])([F:40])[F:27])(=[O:31])=[O:30])(=[O:31])=[O:30], predict the reaction product. The product is: [CH2:1]([O:3][C:4]([C:6]1[C:7]2[O:14][C:13]([C:15](=[O:19])[N:16]([CH3:17])[CH3:18])=[C:12]([O:20][S:29]([C:28]([F:41])([F:40])[F:27])(=[O:31])=[O:30])[C:8]=2[CH:9]=[N:10][CH:11]=1)=[O:5])[CH3:2]. (2) Given the reactants C([O:3][CH:4](OCC)[CH:5]=[CH2:6])C.CC1C=CC=CC=1P(C1C=CC=CC=1C)C1C=CC=CC=1C.C([O-])(=O)C.[Na+].Br[C:38]1[CH:39]=[C:40]([C:44]2[C:53]3[C:48](=[CH:49][C:50]([Cl:55])=[C:51]([CH3:54])[CH:52]=3)[O:47][C:46](=[O:56])[C:45]=2[CH2:57][C:58]([NH:60][C:61]2[CH:66]=[CH:65][C:64]([F:67])=[CH:63][C:62]=2[C:68]([F:71])([F:70])[F:69])=[O:59])[CH:41]=[CH:42][CH:43]=1.Cl, predict the reaction product. The product is: [Cl:55][C:50]1[CH:49]=[C:48]2[C:53]([C:44]([C:40]3[CH:41]=[CH:42][CH:43]=[C:38](/[CH:6]=[CH:5]/[CH:4]=[O:3])[CH:39]=3)=[C:45]([CH2:57][C:58]([NH:60][C:61]3[CH:66]=[CH:65][C:64]([F:67])=[CH:63][C:62]=3[C:68]([F:71])([F:69])[F:70])=[O:59])[C:46](=[O:56])[O:47]2)=[CH:52][C:51]=1[CH3:54]. (3) Given the reactants [F:1][C:2]([F:15])([F:14])[CH:3]([C:5]1[CH:10]=[CH:9][C:8]([S:11][S:12][CH3:13])=[CH:7][CH:6]=1)[OH:4].[S:16](Cl)([C:19]1[C:31]2[CH:30]=[CH:29][CH:28]=[C:24]([N:25]([CH3:27])[CH3:26])[C:23]=2[CH:22]=[CH:21][CH:20]=1)(=[O:18])=[O:17].C1N2CCN(CC2)C1.O, predict the reaction product. The product is: [F:15][C:2]([F:1])([F:14])[CH:3]([O:4][S:16]([C:19]1[C:31]2[C:23](=[C:24]([N:25]([CH3:27])[CH3:26])[CH:28]=[CH:29][CH:30]=2)[CH:22]=[CH:21][CH:20]=1)(=[O:18])=[O:17])[C:5]1[CH:6]=[CH:7][C:8]([S:11][S:12][CH3:13])=[CH:9][CH:10]=1. (4) Given the reactants [F:1][C:2]1[CH:11]=[C:10]2[C:5]([C:6](=[O:21])[CH:7]=[C:8]([C:12]([NH:14][CH:15]3[CH2:20][CH2:19][NH:18][CH2:17][CH2:16]3)=[O:13])[O:9]2)=[CH:4][CH:3]=1.[O:22]1[C:26]2[CH:27]=[CH:28][C:29]([CH:31]=O)=[CH:30][C:25]=2[CH:24]=[CH:23]1.[BH-](OC(C)=O)(OC(C)=O)OC(C)=O.[Na+], predict the reaction product. The product is: [O:22]1[C:26]2[CH:27]=[CH:28][C:29]([CH2:31][N:18]3[CH2:19][CH2:20][CH:15]([NH:14][C:12]([C:8]4[O:9][C:10]5[C:5]([C:6](=[O:21])[CH:7]=4)=[CH:4][CH:3]=[C:2]([F:1])[CH:11]=5)=[O:13])[CH2:16][CH2:17]3)=[CH:30][C:25]=2[CH:24]=[CH:23]1. (5) Given the reactants Cl[C:2]1[N:3]=[N:4][C:5]([N:11]2[CH2:16][CH2:15][N:14]([C:17]3[CH:22]=[CH:21][C:20]([C:23]([F:26])([F:25])[F:24])=[CH:19][N:18]=3)[CH2:13][CH2:12]2)=[C:6]2[N:10]=[CH:9][NH:8][C:7]=12.[Br-].[CH2:28]([Zn+])[C:29]1[CH:34]=[CH:33][CH:32]=[CH:31][CH:30]=1, predict the reaction product. The product is: [CH2:28]([C:2]1[N:3]=[N:4][C:5]([N:11]2[CH2:16][CH2:15][N:14]([C:17]3[CH:22]=[CH:21][C:20]([C:23]([F:26])([F:25])[F:24])=[CH:19][N:18]=3)[CH2:13][CH2:12]2)=[C:6]2[N:10]=[CH:9][NH:8][C:7]=12)[C:29]1[CH:34]=[CH:33][CH:32]=[CH:31][CH:30]=1. (6) The product is: [Br:12][C:9]1[CH:10]=[CH:11][C:6]([C:4](=[O:5])[CH2:3][N:17]2[CH:18]=[CH:19][N:20]=[C:16]2[CH:13]([CH3:15])[CH3:14])=[N:7][CH:8]=1. Given the reactants Br.Br[CH2:3][C:4]([C:6]1[CH:11]=[CH:10][C:9]([Br:12])=[CH:8][N:7]=1)=[O:5].[CH:13]([C:16]1[NH:17][CH:18]=[CH:19][N:20]=1)([CH3:15])[CH3:14].BrC1C=CC(C(=O)CN2C=CN=C2CCC)=NC=1, predict the reaction product.